Dataset: Catalyst prediction with 721,799 reactions and 888 catalyst types from USPTO. Task: Predict which catalyst facilitates the given reaction. Reactant: [CH3:1][C:2]1[C:6]([C:7]([OH:9])=O)=[CH:5][O:4][N:3]=1.C1(P(C2C=CC=CC=2)C2C=CC=CC=2)C=CC=CC=1.ClN1C(=O)CCC1=O.[CH:37]1([CH2:40][N:41]2[C:49]3[N:48]=[C:47]([CH2:50][C:51]4[CH:56]=[CH:55][C:54]([NH:57][CH3:58])=[CH:53][CH:52]=4)[NH:46][C:45]=3[C:44](=[O:59])[N:43]([CH2:60][C:61]3[CH:66]=[CH:65][CH:64]=[CH:63][C:62]=3[F:67])[C:42]2=[O:68])[CH2:39][CH2:38]1. Product: [CH:37]1([CH2:40][N:41]2[C:49]3[N:48]=[C:47]([CH2:50][C:51]4[CH:52]=[CH:53][C:54]([N:57]([CH3:58])[C:7]([C:6]5[C:2]([CH3:1])=[N:3][O:4][CH:5]=5)=[O:9])=[CH:55][CH:56]=4)[NH:46][C:45]=3[C:44](=[O:59])[N:43]([CH2:60][C:61]3[CH:66]=[CH:65][CH:64]=[CH:63][C:62]=3[F:67])[C:42]2=[O:68])[CH2:39][CH2:38]1. The catalyst class is: 4.